From a dataset of Forward reaction prediction with 1.9M reactions from USPTO patents (1976-2016). Predict the product of the given reaction. (1) Given the reactants [Cl:1][C:2]1[CH:7]=[C:6]([F:8])[CH:5]=[CH:4][C:3]=1[NH:9][C:10]([C:12]1[CH:16]=[CH:15][NH:14][N:13]=1)=[O:11].[N:17]([CH2:20][CH2:21][CH2:22][CH2:23][CH2:24][C:25]([O:27][CH2:28][CH3:29])=[O:26])=[C:18]=[O:19], predict the reaction product. The product is: [CH2:28]([O:27][C:25](=[O:26])[CH2:24][CH2:23][CH2:22][CH2:21][CH2:20][NH:17][C:18]([N:14]1[CH:15]=[CH:16][C:12]([C:10](=[O:11])[NH:9][C:3]2[CH:4]=[CH:5][C:6]([F:8])=[CH:7][C:2]=2[Cl:1])=[N:13]1)=[O:19])[CH3:29]. (2) Given the reactants [OH-].[K+].Br[C:4]([CH3:11])([CH3:10])[C:5]([O:7][CH2:8][CH3:9])=[O:6].[Cl:12][C:13]1[C:18]([Cl:19])=[CH:17][CH:16]=[CH:15][C:14]=1[OH:20], predict the reaction product. The product is: [Cl:12][C:13]1[C:18]([Cl:19])=[CH:17][CH:16]=[CH:15][C:14]=1[O:20][C:4]([CH3:11])([CH3:10])[C:5]([O:7][CH2:8][CH3:9])=[O:6]. (3) Given the reactants [N+:1]([C:4]1[CH:8]=[CH:7][NH:6][N:5]=1)([O-:3])=[O:2].[H-].[Na+].Br[CH2:12][CH2:13][O:14][Si:15]([C:18]([CH3:21])([CH3:20])[CH3:19])([CH3:17])[CH3:16], predict the reaction product. The product is: [C:18]([Si:15]([CH3:17])([CH3:16])[O:14][CH2:13][CH2:12][N:6]1[CH:7]=[CH:8][C:4]([N+:1]([O-:3])=[O:2])=[N:5]1)([CH3:21])([CH3:20])[CH3:19]. (4) Given the reactants [H-].[Na+].[CH3:3][O:4][C:5]1[CH:32]=[CH:31][C:8]([CH2:9][N:10]([CH2:22][C:23]2[CH:28]=[CH:27][C:26]([O:29][CH3:30])=[CH:25][CH:24]=2)[C@@H:11]([C:16]2[CH:21]=[CH:20][CH:19]=[CH:18][CH:17]=2)[C:12]([CH3:15])([OH:14])[CH3:13])=[CH:7][CH:6]=1.[CH3:33]I, predict the reaction product. The product is: [CH3:33][O:14][C:12]([CH3:15])([CH3:13])[C@H:11]([C:16]1[CH:21]=[CH:20][CH:19]=[CH:18][CH:17]=1)[N:10]([CH2:9][C:8]1[CH:7]=[CH:6][C:5]([O:4][CH3:3])=[CH:32][CH:31]=1)[CH2:22][C:23]1[CH:24]=[CH:25][C:26]([O:29][CH3:30])=[CH:27][CH:28]=1. (5) Given the reactants C1COCC1.[C:6]([C:10]1[CH:20]=[CH:19][C:13]([O:14][CH2:15][C:16]([OH:18])=O)=[CH:12][C:11]=1[Cl:21])([CH3:9])([CH3:8])[CH3:7].C1N=CN(C(N2C=NC=C2)=O)C=1.C(C1C=CC(OCC([NH:46][CH2:47][C:48]2[CH:57]=[CH:56][C:51]3[NH:52][C:53](=[O:55])[NH:54][C:50]=3[CH:49]=2)=O)=CC=1)(C)(C)C, predict the reaction product. The product is: [C:6]([C:10]1[CH:20]=[CH:19][C:13]([O:14][CH2:15][C:16]([NH:46][CH2:47][C:48]2[CH:57]=[CH:56][C:51]3[NH:52][C:53](=[O:55])[NH:54][C:50]=3[CH:49]=2)=[O:18])=[CH:12][C:11]=1[Cl:21])([CH3:7])([CH3:8])[CH3:9]. (6) Given the reactants C(OC(N1[C@@H](C(F)(F)F)CC[C@@H](C(O)=O)C1)=O)C1C=CC=CC=1.[CH2:24]([O:31][C:32]([N:34]1[CH2:39][C@H:38]([C:40]2[N:44]3[CH:45]=[CH:46][N:47]=[C:48]([NH:49][CH2:50][C:51]4[CH:56]=[CH:55][C:54]([O:57][CH3:58])=[CH:53][C:52]=4[O:59][CH3:60])[C:43]3=[C:42]([Br:61])[N:41]=2)[CH2:37][CH2:36][C@H:35]1[C:62]([F:65])([F:64])[F:63])=[O:33])[C:25]1[CH:30]=[CH:29][CH:28]=[CH:27][CH:26]=1.C(OC(N1C[C@@H](C2N3C=CN=C(NCC4C=CC(OC)=CC=4OC)C3=C(Br)N=2)CC[C@@H]1C(F)(F)F)=O)C1C=CC=CC=1, predict the reaction product. The product is: [CH2:24]([O:31][C:32]([N:34]1[CH2:39][C@H:38]([C:40]2[N:44]3[CH:45]=[CH:46][N:47]=[C:48]([NH:49][CH2:50][C:51]4[CH:56]=[CH:55][C:54]([O:57][CH3:58])=[CH:53][C:52]=4[O:59][CH3:60])[C:43]3=[C:42]([Br:61])[N:41]=2)[CH2:37][CH2:36][C@@H:35]1[C:62]([F:63])([F:64])[F:65])=[O:33])[C:25]1[CH:30]=[CH:29][CH:28]=[CH:27][CH:26]=1. (7) Given the reactants CN(C(ON1N=NC2C=CC=CC1=2)=[N+](C)C)C.[B-](F)(F)(F)F.CCN(CC)CC.[NH2:30][C:31]1[N:32]=[CH:33][C:34]([C:41]2[CH:51]=[CH:50][C:44]([C:45]([N:47]([CH3:49])[CH3:48])=[O:46])=[CH:43][CH:42]=2)=[N:35][C:36]=1[C:37]([NH:39][NH2:40])=[O:38].[CH3:52][O:53][C:54]1[CH:58]=[CH:57][S:56][C:55]=1[C:59](O)=[O:60], predict the reaction product. The product is: [NH2:30][C:31]1[N:32]=[CH:33][C:34]([C:41]2[CH:42]=[CH:43][C:44]([C:45]([N:47]([CH3:48])[CH3:49])=[O:46])=[CH:50][CH:51]=2)=[N:35][C:36]=1[C:37](=[O:38])[NH:39][NH:40][C:59]([C:55]1[S:56][CH:57]=[CH:58][C:54]=1[O:53][CH3:52])=[O:60]. (8) Given the reactants C[CH2:2][N:3](C(C)C)C(C)C.[CH2:10]([S:17]([NH:20][C:21]([CH:23]1[CH2:28][CH2:27][N:26]([C:29]2[N:34]=[C:33]([O:35][CH2:36][C:37]([OH:39])=O)[C:32]([C:40]([O:42][CH2:43][CH3:44])=[O:41])=[CH:31][C:30]=2[C:45]#[N:46])[CH2:25][CH2:24]1)=[O:22])(=[O:19])=[O:18])[C:11]1[CH:16]=[CH:15][CH:14]=[CH:13][CH:12]=1.CN(C(ON1N=NC2C=CC=CC1=2)=[N+](C)C)C.[B-](F)(F)(F)F.CN, predict the reaction product. The product is: [CH2:10]([S:17]([NH:20][C:21]([CH:23]1[CH2:28][CH2:27][N:26]([C:29]2[C:30]([C:45]#[N:46])=[CH:31][C:32]([C:40]([O:42][CH2:43][CH3:44])=[O:41])=[C:33]([O:35][CH2:36][C:37]([NH:3][CH3:2])=[O:39])[N:34]=2)[CH2:25][CH2:24]1)=[O:22])(=[O:19])=[O:18])[C:11]1[CH:12]=[CH:13][CH:14]=[CH:15][CH:16]=1. (9) Given the reactants [N:1]1([C:7]2[CH:15]=[C:14]([O:16][C:17]3[CH:22]=[CH:21][CH:20]=[CH:19][CH:18]=3)[C:10]([C:11]([OH:13])=O)=[CH:9][N:8]=2)[CH2:6][CH2:5][O:4][CH2:3][CH2:2]1.[F:23][C:24]([F:39])([F:38])[C:25]1[CH:26]=[C:27]([CH:31]=[C:32]([C:34]([F:37])([F:36])[F:35])[CH:33]=1)[CH2:28][NH:29][CH3:30].[Cl-].[NH4+], predict the reaction product. The product is: [F:23][C:24]([F:38])([F:39])[C:25]1[CH:26]=[C:27]([CH:31]=[C:32]([C:34]([F:37])([F:36])[F:35])[CH:33]=1)[CH2:28][N:29]([CH3:30])[C:11](=[O:13])[C:10]1[C:14]([O:16][C:17]2[CH:18]=[CH:19][CH:20]=[CH:21][CH:22]=2)=[CH:15][C:7]([N:1]2[CH2:2][CH2:3][O:4][CH2:5][CH2:6]2)=[N:8][CH:9]=1. (10) Given the reactants C([Cl:4])(=O)C.[NH2:5][C:6]1[NH:10][N:9]=[C:8]([NH:11][C:12]2[CH:17]=[C:16]([C:18]([F:21])([F:20])[F:19])[C:15]([C:22]3[CH:27]=[CH:26][C:25]([S:28]([NH:31][CH2:32][CH2:33][N:34](C)[C:35](=O)OC(C)(C)C)(=[O:30])=[O:29])=[CH:24][CH:23]=3)=[C:14]([Cl:43])[CH:13]=2)[N:7]=1, predict the reaction product. The product is: [ClH:4].[NH2:5][C:6]1[NH:10][N:9]=[C:8]([NH:11][C:12]2[CH:17]=[C:16]([C:18]([F:21])([F:20])[F:19])[C:15]([C:22]3[CH:27]=[CH:26][C:25]([S:28]([NH:31][CH2:32][CH2:33][NH:34][CH3:35])(=[O:30])=[O:29])=[CH:24][CH:23]=3)=[C:14]([Cl:43])[CH:13]=2)[N:7]=1.